Dataset: Full USPTO retrosynthesis dataset with 1.9M reactions from patents (1976-2016). Task: Predict the reactants needed to synthesize the given product. Given the product [F:30][C:31]([F:44])([F:45])[C:32]1[CH:33]=[C:34]([CH:37]=[C:38]([C:40]([F:43])([F:41])[F:42])[CH:39]=1)[CH2:35][N:23]([CH2:22][C:12]1[CH:13]=[C:14]2[C:19]([CH3:20])=[N:18][N:17]([CH3:21])[C:15]2=[N:16][C:11]=1[N:8]([CH2:7][CH:3]1[CH2:6][CH2:5][CH2:4]1)[CH2:9][CH3:10])[C:24]1[CH:28]=[C:27]([CH3:29])[O:26][N:25]=1, predict the reactants needed to synthesize it. The reactants are: [H-].[Na+].[CH:3]1([CH2:7][N:8]([C:11]2[N:16]=[C:15]3[N:17]([CH3:21])[N:18]=[C:19]([CH3:20])[C:14]3=[CH:13][C:12]=2[CH2:22][NH:23][C:24]2[CH:28]=[C:27]([CH3:29])[O:26][N:25]=2)[CH2:9][CH3:10])[CH2:6][CH2:5][CH2:4]1.[F:30][C:31]([F:45])([F:44])[C:32]1[CH:33]=[C:34]([CH:37]=[C:38]([C:40]([F:43])([F:42])[F:41])[CH:39]=1)[CH2:35]Br.